This data is from Full USPTO retrosynthesis dataset with 1.9M reactions from patents (1976-2016). The task is: Predict the reactants needed to synthesize the given product. The reactants are: Cl[C:2]1[N:3]=[C:4]([N:14]2[CH2:19][CH2:18][O:17][CH2:16][CH2:15]2)[C:5]2[S:10][C:9]([C:11]([NH2:13])=[O:12])=[CH:8][C:6]=2[N:7]=1.CC1(C)C(C)(C)OB([C:28]2[CH:29]=[N:30][C:31]([NH2:34])=[N:32][CH:33]=2)O1. Given the product [NH2:34][C:31]1[N:32]=[CH:33][C:28]([C:2]2[N:3]=[C:4]([N:14]3[CH2:19][CH2:18][O:17][CH2:16][CH2:15]3)[C:5]3[S:10][C:9]([C:11]([NH2:13])=[O:12])=[CH:8][C:6]=3[N:7]=2)=[CH:29][N:30]=1, predict the reactants needed to synthesize it.